Dataset: NCI-60 drug combinations with 297,098 pairs across 59 cell lines. Task: Regression. Given two drug SMILES strings and cell line genomic features, predict the synergy score measuring deviation from expected non-interaction effect. (1) Drug 1: C1=CC(=C2C(=C1NCCNCCO)C(=O)C3=C(C=CC(=C3C2=O)O)O)NCCNCCO. Drug 2: C1=CN(C=N1)CC(O)(P(=O)(O)O)P(=O)(O)O. Cell line: HS 578T. Synergy scores: CSS=8.34, Synergy_ZIP=-17.9, Synergy_Bliss=-32.8, Synergy_Loewe=-36.0, Synergy_HSA=-29.8. (2) Drug 1: C1=CC(=CC=C1CC(C(=O)O)N)N(CCCl)CCCl.Cl. Drug 2: CC1C(C(CC(O1)OC2CC(CC3=C2C(=C4C(=C3O)C(=O)C5=C(C4=O)C(=CC=C5)OC)O)(C(=O)CO)O)N)O.Cl. Cell line: SNB-19. Synergy scores: CSS=44.2, Synergy_ZIP=0.287, Synergy_Bliss=1.61, Synergy_Loewe=-11.5, Synergy_HSA=1.70.